This data is from Reaction yield outcomes from USPTO patents with 853,638 reactions. The task is: Predict the reaction yield, written as a fraction of the theoretical maximum amount of product (1.0 means a 100% yield; for example, 0.34 means a 34% yield). The product is [Br:1][C:2]1[CH:7]=[CH:6][C:5]([C:8](=[O:16])/[C:9](/[C:10]2[CH:15]=[CH:14][N:13]=[CH:12][CH:11]=2)=[CH:19]/[N:20]([CH3:22])[CH3:21])=[CH:4][CH:3]=1. The catalyst is CN(C=O)C. The yield is 0.850. The reactants are [Br:1][C:2]1[CH:7]=[CH:6][C:5]([C:8](=[O:16])[CH2:9][C:10]2[CH:15]=[CH:14][N:13]=[CH:12][CH:11]=2)=[CH:4][CH:3]=1.CO[CH:19](OC)[N:20]([CH3:22])[CH3:21].